From a dataset of Reaction yield outcomes from USPTO patents with 853,638 reactions. Predict the reaction yield, written as a fraction of the theoretical maximum amount of product (1.0 means a 100% yield; for example, 0.34 means a 34% yield). (1) The reactants are Cl[C:2]1[N:7]=[C:6]([CH3:8])[C:5]([CH:9]([CH2:14][CH2:15][CH3:16])[C:10]([O:12][CH3:13])=[O:11])=[C:4]([C:17]2[CH:22]=[CH:21][C:20]([CH3:23])=[CH:19][CH:18]=2)[N:3]=1.[OH:24][C:25]1[CH:30]=[CH:29][CH:28]=[CH:27][C:26]=1B(O)O.C(N(CC)C(C)C)(C)C. The catalyst is COCCOC.O.[Pd].C1(P(C2C=CC=CC=2)C2C=CC=CC=2)C=CC=CC=1.C1(P(C2C=CC=CC=2)C2C=CC=CC=2)C=CC=CC=1.C1(P(C2C=CC=CC=2)C2C=CC=CC=2)C=CC=CC=1.C1(P(C2C=CC=CC=2)C2C=CC=CC=2)C=CC=CC=1. The product is [OH:24][C:25]1[CH:30]=[CH:29][CH:28]=[CH:27][C:26]=1[C:2]1[N:7]=[C:6]([CH3:8])[C:5]([CH:9]([CH2:14][CH2:15][CH3:16])[C:10]([O:12][CH3:13])=[O:11])=[C:4]([C:17]2[CH:22]=[CH:21][C:20]([CH3:23])=[CH:19][CH:18]=2)[N:3]=1. The yield is 0.490. (2) The reactants are Cl[C:2]1[N:3]=[C:4]([N:24]2[CH2:29][CH2:28][O:27][CH2:26][CH2:25]2)[C:5]2[S:10][C:9]([CH2:11][N:12]3[CH2:17][CH2:16][CH:15]([N:18]4[CH2:23][CH2:22][O:21][CH2:20][CH2:19]4)[CH2:14][CH2:13]3)=[CH:8][C:6]=2[N:7]=1.[CH:30]1[C:39]2[CH:38]=[CH:37][CH:36]=[C:35](B(O)O)[C:34]=2[CH:33]=[CH:32][N:31]=1.C(=O)([O-])[O-].[Na+].[Na+]. The catalyst is Cl[Pd](Cl)([P](C1C=CC=CC=1)(C1C=CC=CC=1)C1C=CC=CC=1)[P](C1C=CC=CC=1)(C1C=CC=CC=1)C1C=CC=CC=1.C(#N)C. The product is [CH:30]1[C:39]2[C:34](=[C:35]([C:2]3[N:3]=[C:4]([N:24]4[CH2:29][CH2:28][O:27][CH2:26][CH2:25]4)[C:5]4[S:10][C:9]([CH2:11][N:12]5[CH2:17][CH2:16][CH:15]([N:18]6[CH2:23][CH2:22][O:21][CH2:20][CH2:19]6)[CH2:14][CH2:13]5)=[CH:8][C:6]=4[N:7]=3)[CH:36]=[CH:37][CH:38]=2)[CH:33]=[CH:32][N:31]=1. The yield is 0.270. (3) The reactants are [CH2:1]([S:5](Cl)(=[O:7])=[O:6])[CH2:2][CH2:3][CH3:4].CS([N:13]1[CH2:18][CH2:17][CH:16]([NH:19][C:20]([NH:22][C:23]2[CH:28]=[CH:27][C:26]([C:29]([F:32])([F:31])[F:30])=[CH:25][CH:24]=2)=[O:21])[CH2:15][CH2:14]1)(=O)=O. No catalyst specified. The product is [CH2:1]([S:5]([N:13]1[CH2:18][CH2:17][CH:16]([NH:19][C:20]([NH:22][C:23]2[CH:28]=[CH:27][C:26]([C:29]([F:30])([F:31])[F:32])=[CH:25][CH:24]=2)=[O:21])[CH2:15][CH2:14]1)(=[O:7])=[O:6])[CH2:2][CH2:3][CH3:4]. The yield is 0.660. (4) The reactants are [Br:1][CH2:2][C:3]([C:5]1[C:14]([F:15])=[CH:13][CH:12]=[C:11]2[C:6]=1[N:7]=[C:8]([NH:17][C:18]([CH3:21])([CH3:20])[CH3:19])[C:9]([CH3:16])=[N:10]2)=[O:4].FC1C(C(=O)C)=C2C(=CC=1)N=C(C)C(NC1(C)CC1)=N2. No catalyst specified. The product is [Br:1][CH2:2][C:3]([C:5]1[C:14]([F:15])=[CH:13][CH:12]=[C:11]2[C:6]=1[N:7]=[C:8]([NH:17][C:18]1([CH3:21])[CH2:20][CH2:19]1)[C:9]([CH3:16])=[N:10]2)=[O:4]. The yield is 0.560. (5) The reactants are [CH2:1]([NH:8][C@H:9]([CH2:17][OH:18])[CH2:10][C:11]1[CH:16]=[CH:15][CH:14]=[CH:13][CH:12]=1)[C:2]1[CH:7]=[CH:6][CH:5]=[CH:4][CH:3]=1.CO.[C:21](O[C:21]([O:23][C:24]([CH3:27])([CH3:26])[CH3:25])=[O:22])([O:23][C:24]([CH3:27])([CH3:26])[CH3:25])=[O:22]. The catalyst is C(N(CC)CC)C. The product is [C:24]([O:23][C:21]([N:8]([CH2:1][C:2]1[CH:7]=[CH:6][CH:5]=[CH:4][CH:3]=1)[C@H:9]([CH2:17][OH:18])[CH2:10][C:11]1[CH:16]=[CH:15][CH:14]=[CH:13][CH:12]=1)=[O:22])([CH3:27])([CH3:26])[CH3:25]. The yield is 0.970. (6) The reactants are C([O:5][C:6](=[O:39])[CH2:7][NH:8][C:9](=[O:38])[C@@H:10]([NH:15][C:16]([C:18]1[CH:37]=[CH:36][C:21]2[N:22]([CH:31]([CH2:34][CH3:35])[CH2:32][CH3:33])[C:23]([CH2:25][C:26]3[S:27][CH:28]=[CH:29][CH:30]=3)=[N:24][C:20]=2[CH:19]=1)=[O:17])[CH2:11][CH:12]([CH3:14])[CH3:13])(C)(C)C.Cl. The catalyst is O1CCOCC1. The product is [CH2:32]([CH:31]([N:22]1[C:21]2[CH:36]=[CH:37][C:18]([C:16]([NH:15][C@@H:10]([CH2:11][CH:12]([CH3:13])[CH3:14])[C:9]([NH:8][CH2:7][C:6]([OH:39])=[O:5])=[O:38])=[O:17])=[CH:19][C:20]=2[N:24]=[C:23]1[CH2:25][C:26]1[S:27][CH:28]=[CH:29][CH:30]=1)[CH2:34][CH3:35])[CH3:33]. The yield is 0.910.